From a dataset of Forward reaction prediction with 1.9M reactions from USPTO patents (1976-2016). Predict the product of the given reaction. (1) Given the reactants Cl.[C:2]([O:6][C:7](=[O:20])[C@H:8]([CH2:10][C:11]1[C:19]2[C:14](=[CH:15][CH:16]=[CH:17][CH:18]=2)[NH:13][CH:12]=1)[NH2:9])([CH3:5])([CH3:4])[CH3:3].C(N(CC)C(C)C)(C)C.[CH2:30]([O:37][C:38]([NH:40][C@H:41]([C:43](O)=[O:44])[CH3:42])=[O:39])[C:31]1[CH:36]=[CH:35][CH:34]=[CH:33][CH:32]=1.CN(C(ON1N=NC2C=CC=NC1=2)=[N+](C)C)C.F[P-](F)(F)(F)(F)F, predict the reaction product. The product is: [C:2]([O:6][C:7](=[O:20])[C@@H:8]([NH:9][C:43](=[O:44])[C@@H:41]([NH:40][C:38]([O:37][CH2:30][C:31]1[CH:36]=[CH:35][CH:34]=[CH:33][CH:32]=1)=[O:39])[CH3:42])[CH2:10][C:11]1[C:19]2[C:14](=[CH:15][CH:16]=[CH:17][CH:18]=2)[NH:13][CH:12]=1)([CH3:5])([CH3:3])[CH3:4]. (2) Given the reactants [CH2:1]([C@H:8]1[N:13]([C:14]([C:16]2[CH:20]=[C:19]([CH3:21])[N:18]([C:22]3[CH:27]=[CH:26][CH:25]=[C:24](Br)[CH:23]=3)[C:17]=2[C:29]2[CH:34]=[CH:33][CH:32]=[CH:31][CH:30]=2)=[O:15])[CH2:12][CH2:11][N:10]([C:35]([O:37][C:38]([CH3:41])([CH3:40])[CH3:39])=[O:36])[CH2:9]1)[C:2]1[CH:7]=[CH:6][CH:5]=[CH:4][CH:3]=1.C1C=CC(P(C2C(C3C(P(C4C=CC=CC=4)C4C=CC=CC=4)=CC=C4C=3C=CC=C4)=C3C(C=CC=C3)=CC=2)C2C=CC=CC=2)=CC=1.CC(C)([O-])C.[Na+].Cl.[NH:95]1[CH2:100][CH2:99][S:98](=[O:101])[CH2:97][CH2:96]1, predict the reaction product. The product is: [CH2:1]([C@H:8]1[N:13]([C:14]([C:16]2[CH:20]=[C:19]([CH3:21])[N:18]([C:22]3[CH:27]=[CH:26][CH:25]=[C:24]([N:95]4[CH2:100][CH2:99][S:98](=[O:101])[CH2:97][CH2:96]4)[CH:23]=3)[C:17]=2[C:29]2[CH:34]=[CH:33][CH:32]=[CH:31][CH:30]=2)=[O:15])[CH2:12][CH2:11][N:10]([C:35]([O:37][C:38]([CH3:41])([CH3:40])[CH3:39])=[O:36])[CH2:9]1)[C:2]1[CH:7]=[CH:6][CH:5]=[CH:4][CH:3]=1. (3) Given the reactants [CH2:1]([OH:4])[CH2:2][OH:3].C1(C)C=CC(S(O)(=O)=O)=CC=1.[F:16][C:17]1[CH:18]=[C:19]([C@@:23]23[C@@H:32]([OH:33])[CH2:31][CH2:30][CH2:29][C@H:28]2[C@H:27]([CH3:34])[C:26](=O)[CH2:25][CH2:24]3)[CH:20]=[CH:21][CH:22]=1, predict the reaction product. The product is: [F:16][C:17]1[CH:18]=[C:19]([C@@:23]23[C@@H:32]([OH:33])[CH2:31][CH2:30][CH2:29][C@H:28]2[C@H:27]([CH3:34])[C:26]2([O:4][CH2:1][CH2:2][O:3]2)[CH2:25][CH2:24]3)[CH:20]=[CH:21][CH:22]=1. (4) The product is: [C:1]([O:5][C:6]([N:8]1[CH2:13][CH2:12][C:11]([C:16]2[CH:21]=[CH:20][C:19]([NH2:71])=[CH:18][N:17]=2)([C:14]#[N:15])[CH2:10][CH2:9]1)=[O:7])([CH3:4])([CH3:3])[CH3:2]. Given the reactants [C:1]([O:5][C:6]([N:8]1[CH2:13][CH2:12][C:11]([C:16]2[CH:21]=[CH:20][C:19](Br)=[CH:18][N:17]=2)([C:14]#[N:15])[CH2:10][CH2:9]1)=[O:7])([CH3:4])([CH3:3])[CH3:2].C(P(C(C)(C)C)C1C=CC2C(=CC=CC=2)C=1C1C2C(=CC=CC=2)C=CC=1)(C)(C)C.C(O[Na])(C)(C)C.C(=[NH:71])(C1C=CC=CC=1)C1C=CC=CC=1.O.NO.C([O-])(=O)C.[Na+].C(=O)([O-])O.[Na+], predict the reaction product. (5) Given the reactants [Cl:1][C:2]1[CH:7]=[C:6]([I:8])[CH:5]=[CH:4][C:3]=1[NH:9][C:10]1[C:23]([F:24])=[C:22]([F:25])[C:21](Cl)=[CH:20][C:11]=1[C:12]([NH:14][O:15][CH2:16][CH:17]1[CH2:19][CH2:18]1)=[O:13].IC1C=CC(NC2C(F)=C(F)C(Cl)=CC=2C(NOCC2CC2)=O)=CC=1.IC1C=CC(NC2C(F)=C(F)C(Cl)=CC=2C(O)=O)=CC=1.ClC1C=C(I)C=CC=1NC1C(F)=C(F)C(Cl)=CC=1C(O)=O.ClC1C(F)=C(F)C(NC2C=CC(I)=CC=2C)=C(C=1)C(O)=O.ClC1C(F)=C(F)C(NC2C=CC(I)=CC=2C)=C(C=1)C(NOCC1CC1)=O, predict the reaction product. The product is: [Cl:1][C:2]1[CH:7]=[C:6]([I:8])[CH:5]=[CH:4][C:3]=1[NH:9][C:10]1[C:23]([F:24])=[C:22]([F:25])[CH:21]=[CH:20][C:11]=1[C:12]([NH:14][O:15][CH2:16][CH:17]1[CH2:19][CH2:18]1)=[O:13]. (6) The product is: [Cl:1][C:2]1[C:7]([Cl:8])=[CH:6][C:5]([NH:9][CH2:10][C:11]([N:18]2[CH2:19][CH2:20][N:15]([CH:21]3[CH2:22][N:23]([C:25]([O:27][C:28]([CH3:31])([CH3:30])[CH3:29])=[O:26])[CH2:24]3)[CH2:16][CH2:17]2)=[O:13])=[C:4]([OH:14])[CH:3]=1. Given the reactants [Cl:1][C:2]1[C:7]([Cl:8])=[CH:6][C:5]([NH:9][CH2:10][C:11]([OH:13])=O)=[C:4]([OH:14])[CH:3]=1.[N:15]1([CH:21]2[CH2:24][N:23]([C:25]([O:27][C:28]([CH3:31])([CH3:30])[CH3:29])=[O:26])[CH2:22]2)[CH2:20][CH2:19][NH:18][CH2:17][CH2:16]1.CCN=C=NCCCN(C)C.Cl.C1C=CC2N(O)N=NC=2C=1.CCN(CC)CC, predict the reaction product. (7) Given the reactants [CH2:1]([O:3][C:4]1[CH:5]=[C:6]2[C:11](=[C:12]3[CH2:16][C:15]([CH3:18])([CH3:17])[O:14][C:13]=13)[C:10]([C:19]1[CH:28]=[CH:27][C:22]([C:23]([O:25]C)=[O:24])=[C:21]([NH:29][CH2:30][C:31]3[CH:40]=[CH:39][C:38]4[C:33](=[CH:34][CH:35]=[CH:36][CH:37]=4)[N:32]=3)[CH:20]=1)=[N:9][C:8]([CH3:42])([CH3:41])[CH2:7]2)[CH3:2].[OH-].[Li+], predict the reaction product. The product is: [CH2:1]([O:3][C:4]1[CH:5]=[C:6]2[C:11](=[C:12]3[CH2:16][C:15]([CH3:18])([CH3:17])[O:14][C:13]=13)[C:10]([C:19]1[CH:28]=[CH:27][C:22]([C:23]([OH:25])=[O:24])=[C:21]([NH:29][CH2:30][C:31]3[CH:40]=[CH:39][C:38]4[C:33](=[CH:34][CH:35]=[CH:36][CH:37]=4)[N:32]=3)[CH:20]=1)=[N:9][C:8]([CH3:41])([CH3:42])[CH2:7]2)[CH3:2]. (8) Given the reactants [NH2:1][C@H:2]1[CH2:11][CH2:10][C:9]2[C:8]([S:12]([NH:15][C:16]3[CH:21]=[C:20]([Cl:22])[CH:19]=[C:18]([Cl:23])[CH:17]=3)(=[O:14])=[O:13])=[CH:7][CH:6]=[C:5]([O:24][CH3:25])[C:4]=2[CH2:3]1.Br[CH2:27][CH2:28][CH2:29][CH2:30]Br.CCN(C(C)C)C(C)C.[I-].[K+], predict the reaction product. The product is: [Cl:23][C:18]1[CH:17]=[C:16]([NH:15][S:12]([C:8]2[C:9]3[CH2:10][CH2:11][C@H:2]([N:1]4[CH2:30][CH2:29][CH2:28][CH2:27]4)[CH2:3][C:4]=3[C:5]([O:24][CH3:25])=[CH:6][CH:7]=2)(=[O:13])=[O:14])[CH:21]=[C:20]([Cl:22])[CH:19]=1.